This data is from Experimentally validated miRNA-target interactions with 360,000+ pairs, plus equal number of negative samples. The task is: Binary Classification. Given a miRNA mature sequence and a target amino acid sequence, predict their likelihood of interaction. (1) The miRNA is hsa-miR-6869-3p with sequence CGCCGCGCGCAUCGGCUCAGC. The protein sequence of the target gene is MENLQSKFSLVQGSNKKLNGMEDDGSPPVKKMMTDIHANGKTLTKVKKEHLDDYGDASVEPDGEHAKRNRVSLPETLNLNPSLKHTLAQFHLSSQSSLGGPAAFSARYSQESMSPTVFLPLPSPQVLPGPLLIPSDSSTELTQTLLEGESISCFQVGGEKRLCLPQVLNSVLREFSLQQINTVCDELYIYCSRCTSDQLHILKVLGILPFNAPSCGLITLTDAQRLCNALLRPRTFPQNGSILPAKSSLAQLKETGSAFEVEHECLGKCQGLFAPQFYVQPDAPCIQCLECCGMFAPQTF.... Result: 0 (no interaction). (2) The miRNA is hsa-miR-6851-3p with sequence UGGCCCUUUGUACCCCUCCAG. The protein sequence of the target gene is MTRYCRGLSQRQAFLLLTVLALLFILLFVVKDPRAKDSRCQFIWKNDASAQENQQKAEPQVPIMTLSPRVHNKETTSVSSKDLKKQEREAVQGEQAEGKEKRKLETIRPAPENPQSKAEPAAKTPVSEHLDKLPRAPGALSTRKTPMATGAVPAKKKVVQATKSPASSPHPTTRRRQRLKASEFKSEPRWDFEEEYSLDMSSLQTNCSASVKIKASKSPWLQNIFLPNITLFLDSGRFTQSEWNRLEHFAPPFGFMELNQSLVQKVVTRFPPVRQQQLLLASLPTGYSKCITCAVVGNGG.... Result: 0 (no interaction). (3) The miRNA is hsa-miR-6887-5p with sequence UGGGGGGACAGAUGGAGAGGACA. The protein sequence of the target gene is MASASSSRAGVALPFEKSQLTLKVVSAKPKVHNRQPRINSYVEVAVDGLPSETKKTGKRIGSSELLWNEIIILNVTAQSHLDLKVWSCHTLRNELLGTASVNLSNVLKNNGGKMENMQLTLNLQTENKGSVVSGGELTIFLDGPTVDLGNVPNGSALTDGSQLPSRDSSGTAVAPENRHQPPSTNCFGGRSRTHRHSGASARTTPATGEQSPGARSRHRQPVKNSGHSGLANGTVNDEPTTATDPEEPSVVGVTSPPAAPLSVTPNPNTTSLPAPATPAEGEEPSTSGTQQLPAAAQAPD.... Result: 1 (interaction). (4) The miRNA is hsa-miR-194-3p with sequence CCAGUGGGGCUGCUGUUAUCUG. The protein sequence of the target gene is MEEGHGLDLTYITERIIAVSFPAGCSEESYLHNLQEVTRMLKSKHGDNYLVLNLSEKRYDLTKLNPKIMDVGWPELHAPPLDKMCTICKAQESWLNSNLQHVVVIHCRGGKGRIGVVISSYMHFTNVSASADQALDRFAMKKFYDDKVSALMQPSQKRYVQFLSGLLSGSVKMNASPLFLHFVILHGTPNFDTGGVCRPFLKLYQAMQPVYTSGIYNVGPENPSRICIVIEPAQLLKGDVMVKCYHKKYRSATRDVIFRLQFHTGAVQGYGLVFGKEDLDNASKDDRFPDYGKVELVFSA.... Result: 0 (no interaction).